Dataset: Forward reaction prediction with 1.9M reactions from USPTO patents (1976-2016). Task: Predict the product of the given reaction. Given the reactants [OH:1][CH:2]([C:6]1[CH:11]=[CH:10][CH:9]=[CH:8][CH:7]=1)[C:3]([NH2:5])=[O:4].[H-].[Na+].[O:14]1[C:18]2[CH:19]=[CH:20][CH:21]=[CH:22][C:17]=2[CH:16]=[C:15]1[C:23]1[N:27]2[N:28]=[C:29](Cl)[CH:30]=[CH:31][C:26]2=[N:25][CH:24]=1, predict the reaction product. The product is: [O:14]1[C:18]2[CH:19]=[CH:20][CH:21]=[CH:22][C:17]=2[CH:16]=[C:15]1[C:23]1[N:27]2[N:28]=[C:29]([NH:5][C:3](=[O:4])[CH:2]([OH:1])[C:6]3[CH:11]=[CH:10][CH:9]=[CH:8][CH:7]=3)[CH:30]=[CH:31][C:26]2=[N:25][CH:24]=1.